Dataset: Forward reaction prediction with 1.9M reactions from USPTO patents (1976-2016). Task: Predict the product of the given reaction. (1) The product is: [C:2]([C:6]1[N:11]=[CH:10][C:9]([C:12]2[N:13]([C:33]([N:35]3[CH2:36][CH2:37][N:38]([CH2:41][C:42]([NH:48][C:49]4[CH:54]=[CH:53][CH:52]=[CH:51][CH:50]=4)=[O:44])[CH2:39][CH2:40]3)=[O:34])[C@@:14]([C:26]3[CH:27]=[CH:28][C:29]([Cl:32])=[CH:30][CH:31]=3)([CH3:25])[C@@:15]([C:18]3[CH:23]=[CH:22][C:21]([Cl:24])=[CH:20][CH:19]=3)([CH3:17])[N:16]=2)=[C:8]([O:45][CH2:46][CH3:47])[CH:7]=1)([CH3:5])([CH3:4])[CH3:3]. Given the reactants Cl.[C:2]([C:6]1[N:11]=[CH:10][C:9]([C:12]2[N:13]([C:33]([N:35]3[CH2:40][CH2:39][N:38]([CH2:41][C:42]([OH:44])=O)[CH2:37][CH2:36]3)=[O:34])[C@@:14]([C:26]3[CH:31]=[CH:30][C:29]([Cl:32])=[CH:28][CH:27]=3)([CH3:25])[C@@:15]([C:18]3[CH:23]=[CH:22][C:21]([Cl:24])=[CH:20][CH:19]=3)([CH3:17])[N:16]=2)=[C:8]([O:45][CH2:46][CH3:47])[CH:7]=1)([CH3:5])([CH3:4])[CH3:3].[NH2:48][C:49]1[CH:54]=[CH:53][CH:52]=[CH:51][CH:50]=1, predict the reaction product. (2) Given the reactants [Br:1][C:2]1[CH:3]=[C:4]2[C:8](=[CH:9][CH:10]=1)[NH:7][N:6]=[C:5]2[CH3:11].F[B-](F)(F)F.[CH2:17]([O+](CC)CC)[CH3:18].[OH-].[Na+], predict the reaction product. The product is: [Br:1][C:2]1[CH:10]=[CH:9][C:8]2[C:4](=[C:5]([CH3:11])[N:6]([CH2:17][CH3:18])[N:7]=2)[CH:3]=1.